Dataset: Catalyst prediction with 721,799 reactions and 888 catalyst types from USPTO. Task: Predict which catalyst facilitates the given reaction. (1) Reactant: Br[C:2]1[CH:3]=[CH:4][C:5]2[N:6]([C:8]([C:11]([NH:13][C:14]3[CH:19]=[C:18]([C:20]4[N:24]=[C:23]([CH:25]5[CH2:28][C:27]([F:30])([F:29])[CH2:26]5)[O:22][N:21]=4)[CH:17]=[CH:16][C:15]=3[CH3:31])=[O:12])=[CH:9][N:10]=2)[CH:7]=1.CC1(C)C(C)(C)OB([C:40]2[CH:41]=[N:42][NH:43][CH:44]=2)O1.[O-]P([O-])([O-])=O.[K+].[K+].[K+]. Product: [F:29][C:27]1([F:30])[CH2:28][CH:25]([C:23]2[O:22][N:21]=[C:20]([C:18]3[CH:17]=[CH:16][C:15]([CH3:31])=[C:14]([NH:13][C:11]([C:8]4[N:6]5[CH:7]=[C:2]([C:40]6[CH:41]=[N:42][NH:43][CH:44]=6)[CH:3]=[CH:4][C:5]5=[N:10][CH:9]=4)=[O:12])[CH:19]=3)[N:24]=2)[CH2:26]1. The catalyst class is: 73. (2) Reactant: [C:1](=[O:4])([O-])[O-:2].[Cs+].[Cs+].[O:7]1[CH2:9][CH:8]1[C:10]1[CH:15]=[CH:14][C:13]([C:16]2[N:20]=[C:19]([C:21]3[O:25][N:24]=[C:23]([C:26]4[CH:31]=[CH:30][CH:29]=[CH:28][CH:27]=4)[C:22]=3[C:32]([F:35])([F:34])[F:33])[O:18][N:17]=2)=[CH:12][CH:11]=1.[CH3:36][CH:37](O)[CH3:38]. Product: [OH:7][CH:8]([C:10]1[CH:11]=[CH:12][C:13]([C:16]2[N:20]=[C:19]([C:21]3[O:25][N:24]=[C:23]([C:26]4[CH:31]=[CH:30][CH:29]=[CH:28][CH:27]=4)[C:22]=3[C:32]([F:34])([F:33])[F:35])[O:18][N:17]=2)=[CH:14][CH:15]=1)[CH2:9][N:17]1[CH2:16][CH2:13][CH2:12][C:37]([CH3:38])([C:1]([OH:2])=[O:4])[CH2:36]1. The catalyst class is: 16.